Dataset: Reaction yield outcomes from USPTO patents with 853,638 reactions. Task: Predict the reaction yield, written as a fraction of the theoretical maximum amount of product (1.0 means a 100% yield; for example, 0.34 means a 34% yield). (1) The reactants are Br[C:2]1[CH:3]=[CH:4][C:5]2[O:9][C:8]([C:10]3[CH:15]=[CH:14][C:13]([CH3:16])=[CH:12][CH:11]=3)=[N:7][C:6]=2[CH:17]=1.[CH3:18][O:19][C:20]1[CH:25]=[CH:24][C:23](B(O)O)=[CH:22][CH:21]=1.C(=O)([O-])[O-].[K+].[K+]. The catalyst is O1CCOCC1.O.C1C=CC([P]([Pd]([P](C2C=CC=CC=2)(C2C=CC=CC=2)C2C=CC=CC=2)([P](C2C=CC=CC=2)(C2C=CC=CC=2)C2C=CC=CC=2)[P](C2C=CC=CC=2)(C2C=CC=CC=2)C2C=CC=CC=2)(C2C=CC=CC=2)C2C=CC=CC=2)=CC=1. The product is [CH3:18][O:19][C:20]1[CH:25]=[CH:24][C:23]([C:2]2[CH:3]=[CH:4][C:5]3[O:9][C:8]([C:10]4[CH:15]=[CH:14][C:13]([CH3:16])=[CH:12][CH:11]=4)=[N:7][C:6]=3[CH:17]=2)=[CH:22][CH:21]=1. The yield is 0.380. (2) The yield is 0.600. The reactants are [C:1]([O:18][CH2:19][C@@H:20]([CH2:22][OH:23])[OH:21])(=[O:17])[CH2:2][CH2:3][CH2:4][CH2:5][CH2:6][CH2:7][CH2:8][CH2:9][CH2:10][CH2:11][CH2:12][CH2:13][CH2:14][CH2:15][CH3:16].[CH3:24][CH2:25][OH:26]. No catalyst specified. The product is [C:1]([O:18][CH2:19][C@@H:20]([CH2:22][O:23][C:25](=[O:26])[CH3:24])[OH:21])(=[O:17])[CH2:2][CH2:3][CH2:4][CH2:5][CH2:6][CH2:7][CH2:8][CH2:9][CH2:10][CH2:11][CH2:12][CH2:13][CH2:14][CH2:15][CH3:16]. (3) The reactants are CC1(C)[O:7][CH2:6][CH:5]([O:8][C:9]2[CH:14]=[CH:13][C:12]([N:15]3[C:19]([CH3:21])([CH3:20])[C:18](=[O:22])[N:17]([C:23]4[CH:30]=[CH:29][C:26]([C:27]#[N:28])=[C:25]([C:31]([F:34])([F:33])[F:32])[CH:24]=4)[C:16]3=[S:35])=[CH:11][C:10]=2[F:36])[CH2:4][O:3]1.Cl.O.C(=O)([O-])[O-].[K+].[K+]. The catalyst is CO. The product is [OH:7][CH2:6][CH:5]([O:8][C:9]1[CH:14]=[CH:13][C:12]([N:15]2[C:19]([CH3:21])([CH3:20])[C:18](=[O:22])[N:17]([C:23]3[CH:30]=[CH:29][C:26]([C:27]#[N:28])=[C:25]([C:31]([F:33])([F:34])[F:32])[CH:24]=3)[C:16]2=[S:35])=[CH:11][C:10]=1[F:36])[CH2:4][OH:3]. The yield is 0.434. (4) The reactants are [CH3:1][O:2][C:3]1[CH:4]=[C:5]2[C:10](=[CH:11][C:12]=1[O:13][CH3:14])[N:9]=[CH:8][N:7]=[C:6]2[O:15][C:16]1[CH:22]=[CH:21][C:19]([NH2:20])=[CH:18][CH:17]=1.C(O)C.[CH3:26][C:27]1[CH:32]=[CH:31][C:30]([C:33]([N:35]=[C:36]=[S:37])=[O:34])=[CH:29][CH:28]=1. The catalyst is C1(C)C=CC=CC=1. The product is [CH3:1][O:2][C:3]1[CH:4]=[C:5]2[C:10](=[CH:11][C:12]=1[O:13][CH3:14])[N:9]=[CH:8][N:7]=[C:6]2[O:15][C:16]1[CH:22]=[CH:21][C:19]([NH:20][C:36]([NH:35][C:33](=[O:34])[C:30]2[CH:31]=[CH:32][C:27]([CH3:26])=[CH:28][CH:29]=2)=[S:37])=[CH:18][CH:17]=1. The yield is 0.920. (5) The reactants are O(P(O[C:18]1[N:19]([C:24]([O:26][C:27]([CH3:30])([CH3:29])[CH3:28])=[O:25])[CH2:20][CH2:21][O:22][CH:23]=1)(OC1C=CC=CC=1)=O)C1C=CC=CC=1.[C:31]([C:33]1[CH:38]=[CH:37][C:36](B(O)O)=[CH:35][CH:34]=1)#[N:32]. No catalyst specified. The product is [C:31]([C:33]1[CH:38]=[CH:37][C:36]([C:18]2[N:19]([C:24]([O:26][C:27]([CH3:28])([CH3:29])[CH3:30])=[O:25])[CH2:20][CH2:21][O:22][CH:23]=2)=[CH:35][CH:34]=1)#[N:32]. The yield is 0.580.